Dataset: Drug-target binding data from BindingDB using Ki measurements. Task: Regression. Given a target protein amino acid sequence and a drug SMILES string, predict the binding affinity score between them. We predict pKi (pKi = -log10(Ki in M); higher means stronger inhibition). Dataset: bindingdb_ki. (1) The drug is CC[C@H](C)[C@H](NC(=O)[C@H](CCCNC(=N)N)NC(=O)[C@H](CCCNC(=N)N)NC(=O)[C@H](CC(C)C)NC(=O)[C@H](Cc1ccccc1)NC(=O)CNC(=O)CNC(=O)[C@@H](N)Cc1ccc(O)cc1)C(=O)N[C@@H](CCCNC(=N)N)C(=O)N1CCC[C@H]1C(=O)N[C@@H](CCCCN)C(=O)N[C@@H](CC(C)C)C(=O)N[C@@H](CCCCN)C(=O)O. The target protein sequence is MDSPIQIFRGEPGPTCAPSACLPPNSSAWFPGWAEPDSNGSAGSEDAQLEPAHISPAIPVIITAVYSVVFVVGLVGNSLVMFVIIRYTKMKTATNIYIFNLALADALVTTTMPFASTVYLMNSWPFGDVLCKIVISIDYYNMFTSIFTLTMMSVDRYIAVCHPVKALDFRTPLKAKIINICIWLLSSSVGISAIVLGGTKVREDVDVIECSLQFPDDDYSWWDLFMKICVFIFAFVIPVLIIIVCYTLMILRLKSVRLLSGSREKDRNLRRITRLVLVVVAVFVVCWTPIHIFILVEALGSTSHSTAALSSYYFCIALGYTNSSLNPILYAFLDENFKRCFRDFCFPLKMRMERQSTSRVRNTVQDPAYLRDIDGMNKPV. The pKi is 6.9. (2) The compound is O=C(CN1CCO[C@H](COc2cccnc2)C1)N1CCc2ccccc21. The target protein (P35363) has sequence MEILCEDNISLSSIPNSLMQLGDDSRLYPNDFNSRDANTSEASNWTIDAENRTNLSCEGYLPPTCLSILHLQEKNWSALLTTVVIILTIAGNILVIMAVSLEKKLQNATNYFLMSLAIADMLLGFLVMPVSMLTILYGYRWPLPSKLCAVWIYLDVLFSTASIMHLCAISLDRYVAIQNPIHHSRFNSRTKAFLKIIAVWTISVGISMPIPVFGLQDDSKVFKEGSCLLADDNFVLIGSFVAFFIPLTIMVITYFLTIKSLQKEATLCVSDLSTRAKLSSFSFLPQSSLSSEKLFQRSIHREPGSYAGRRTMQSISNEQKACKVLGIVFFLFVVMWCPFFITNIMAVICKESCNENVIGALLNVFVWIGYLSSAVNPLVYTLFNKTYRSAFSRYIQCQYKENRKPLQLILVNTIPTLAYKSSQLQVGQKKNSQEDAEPTANDCSMVTLGNQHSEEMCTDNIETVNEKVSCV. The pKi is 5.5. (3) The small molecule is NC(=O)CC[C@H](NC(=O)CN1CCCC[C@H](NC(=O)[C@H](Cc2ccc(OP(=O)(O)O)cc2)NC(=O)OCc2ccccc2)C1=O)C(=O)NCc1ccccc1. The target protein sequence is GQANHPTAAVVTEKQQMLEQHLQDVRKRVQDLEQKMKVVENLQDDFDFNYKTLKSQGDMQDLNGNNQSVTRQKMQQLEQMLTALDQMRRSIVSELAGLLSAMEYVQKTLTDEELADWKRRQQIACIGGPPNICLDRLENWITSLAESQLQTRQQIKKLEELQQKVSYKGDPIVQHRPMLEERIVELFRNLMKSAFVVERQPCMPMHPDRPLVIKTGVQFTTKVRLLVKFPELNYQLKIKVCIDKDSGDVAALRGSRKFNILGTNTKVMNMEESNNGSLSAEFKHLTLREQRCGNGGRANCDASLIVTEELHLITFETEVYHQGLKIDLETHSLPVVVISNICQMPNAWASILWYNMLTNNPKNVNFFTKPPIGTWDQVAEVLSWQFSSTTKRGLSIEQLTTLAEKLLGPGVNYSGCQITWAKFCKENMAGKGFSFWVWLDNIIDLVKKYILALWNEGYIMGFISKERERAILSTKPPGTFLLRFSESSKEGGVTFTWVEK.... The pKi is 6.7.